This data is from Peptide-MHC class II binding affinity with 134,281 pairs from IEDB. The task is: Regression. Given a peptide amino acid sequence and an MHC pseudo amino acid sequence, predict their binding affinity value. This is MHC class II binding data. The peptide sequence is DSYKFIPTLVAAVKQ. The binding affinity (normalized) is 0.166. The MHC is DRB1_1201 with pseudo-sequence DRB1_1201.